This data is from Forward reaction prediction with 1.9M reactions from USPTO patents (1976-2016). The task is: Predict the product of the given reaction. Given the reactants [C:1]([O:5][C:6]([N:8]1[C:16]2[C:11](=[CH:12][C:13]([CH2:17][CH2:18][NH:19]C(OCC=C)=O)=[CH:14][CH:15]=2)[C:10]([C:26](=[NH:35])[NH:27][C:28]([O:30][C:31]([CH3:34])([CH3:33])[CH3:32])=[O:29])=[CH:9]1)=[O:7])([CH3:4])([CH3:3])[CH3:2].N1CCOCC1, predict the reaction product. The product is: [C:1]([O:5][C:6]([N:8]1[C:16]2[C:11](=[CH:12][C:13]([CH2:17][CH2:18][NH2:19])=[CH:14][CH:15]=2)[C:10]([C:26](=[NH:35])[NH:27][C:28]([O:30][C:31]([CH3:34])([CH3:33])[CH3:32])=[O:29])=[CH:9]1)=[O:7])([CH3:4])([CH3:3])[CH3:2].